Task: Predict the reaction yield, written as a fraction of the theoretical maximum amount of product (1.0 means a 100% yield; for example, 0.34 means a 34% yield).. Dataset: Reaction yield outcomes from USPTO patents with 853,638 reactions (1) The reactants are [CH2:1]([N:4]1[CH2:9][CH2:8][N:7]([CH2:10][CH2:11][CH2:12][O:13][C:14]2[CH:23]=[C:22]3[C:17]([C:18](Cl)=[N:19][CH:20]=[N:21]3)=[CH:16][C:15]=2[O:25][CH3:26])[CH2:6][CH2:5]1)[CH:2]=[CH2:3].[OH:27][C:28]1[CH:29]=[C:30]2[C:34](=[N:35][CH:36]=1)[NH:33][CH:32]=[CH:31]2.C(=O)([O-])[O-].[K+].[K+]. The catalyst is CC(N(C)C)=O. The product is [CH2:1]([N:4]1[CH2:9][CH2:8][N:7]([CH2:10][CH2:11][CH2:12][O:13][C:14]2[CH:23]=[C:22]3[C:17]([C:18]([O:27][C:28]4[CH:29]=[C:30]5[C:34](=[N:35][CH:36]=4)[NH:33][CH:32]=[CH:31]5)=[N:19][CH:20]=[N:21]3)=[CH:16][C:15]=2[O:25][CH3:26])[CH2:6][CH2:5]1)[CH:2]=[CH2:3]. The yield is 0.770. (2) The yield is 0.320. The product is [Br:8][C:3]1[C:4]([CH3:7])=[N:5][O:6][C:2]=1[NH:1][S:22]([C:19]1[S:20][CH:21]=[C:17]([CH2:9][CH2:10][C:11]2[CH:16]=[CH:15][CH:14]=[CH:13][CH:12]=2)[CH:18]=1)(=[O:23])=[O:24]. The reactants are [NH2:1][C:2]1[O:6][N:5]=[C:4]([CH3:7])[C:3]=1[Br:8].[CH2:9]([C:17]1[CH:18]=[C:19]([S:22](Cl)(=[O:24])=[O:23])[S:20][CH:21]=1)[CH2:10][C:11]1[CH:16]=[CH:15][CH:14]=[CH:13][CH:12]=1. No catalyst specified. (3) The reactants are [CH2:1]([C:3]1[N:7]([C:8]2[N:16]=[C:15]3[C:11]([N:12]=[CH:13][N:14]3[CH3:17])=[C:10]([N:18]3[CH2:23][CH2:22][O:21][CH2:20][CH2:19]3)[N:9]=2)[C:6]2[CH:24]=[CH:25][CH:26]=[CH:27][C:5]=2[N:4]=1)[CH3:2].CN(CCN(C)C)C.[Li]CCCC.[C:41]([O:45][C:46]([N:48]1[CH2:51][C:50](=[O:52])[CH2:49]1)=[O:47])([CH3:44])([CH3:43])[CH3:42]. The catalyst is C1COCC1. The product is [C:41]([O:45][C:46]([N:48]1[CH2:51][C:50]([C:13]2[N:14]([CH3:17])[C:15]3[C:11]([N:12]=2)=[C:10]([N:18]2[CH2:23][CH2:22][O:21][CH2:20][CH2:19]2)[N:9]=[C:8]([N:7]2[C:6]4[CH:24]=[CH:25][CH:26]=[CH:27][C:5]=4[N:4]=[C:3]2[CH2:1][CH3:2])[N:16]=3)([OH:52])[CH2:49]1)=[O:47])([CH3:44])([CH3:42])[CH3:43]. The yield is 0.640. (4) The reactants are FC(F)(F)C(O)=O.[Cl:8][C:9]1[C:10]([F:38])=[C:11]([CH:15]2[C:19]([C:22]3[CH:27]=[CH:26][C:25]([Cl:28])=[CH:24][C:23]=3[F:29])([C:20]#[N:21])[CH:18]([CH2:30][C:31]([CH3:34])([CH3:33])[CH3:32])[NH:17][CH:16]2[C:35]([OH:37])=O)[CH:12]=[CH:13][CH:14]=1.N.C[N:41](C(ON1N=NC2C=CC=NC1=2)=[N+](C)C)C.F[P-](F)(F)(F)(F)F.CCN(C(C)C)C(C)C. The catalyst is C(Cl)Cl.O1CCOCC1. The product is [Cl:8][C:9]1[C:10]([F:38])=[C:11]([CH:15]2[C:19]([C:22]3[CH:27]=[CH:26][C:25]([Cl:28])=[CH:24][C:23]=3[F:29])([C:20]#[N:21])[CH:18]([CH2:30][C:31]([CH3:34])([CH3:33])[CH3:32])[NH:17][CH:16]2[C:35]([NH2:41])=[O:37])[CH:12]=[CH:13][CH:14]=1. The yield is 0.750.